Dataset: Serine/threonine kinase 33 screen with 319,792 compounds. Task: Binary Classification. Given a drug SMILES string, predict its activity (active/inactive) in a high-throughput screening assay against a specified biological target. (1) The result is 0 (inactive). The molecule is O(c1c(CNC(=O)Cc2cc(OC)c(OC)cc2)cccc1)C. (2) The drug is S=C(N1CCCCC1)Nc1cc2c(cc(N3CCN(CC3)CC)nc2cc1)C. The result is 0 (inactive). (3) The drug is O=C(N(C1CCCCC1)CC)CN1C(=O)c2c(C1=O)ccc([N+]([O-])=O)c2. The result is 0 (inactive). (4) The molecule is o1c2c(c(OC)c(OC)c(OC)c2)c(cc1=O)C. The result is 0 (inactive). (5) The compound is O=C(N\N=C\c1cc(OC)c(OC)c(OC)c1)CCN1CCN(CC1)Cc1ccccc1. The result is 0 (inactive). (6) The molecule is S(=O)(=O)(N1CCC(CC1)C)c1cc2oc(=O)n(c2cc1)CC(=O)NCc1cc2OCOc2cc1. The result is 0 (inactive). (7) The molecule is S(=O)(=O)(N(CC)CC)c1cc2nc(n(c2cc1)C)CCC(OCc1c(onc1C)C)=O. The result is 0 (inactive). (8) The molecule is Brc1cc(c(=O)c(NCC)cc1)C(=O)/C=C\c1cc2OCOc2cc1. The result is 0 (inactive).